Dataset: Forward reaction prediction with 1.9M reactions from USPTO patents (1976-2016). Task: Predict the product of the given reaction. (1) Given the reactants O=[C:2]1[CH2:11][CH2:10][CH2:9][C:8]2[CH:7]=[C:6]([O:12][C:13]3[CH:21]=[CH:20][C:16]([C:17]([NH2:19])=[O:18])=[CH:15][N:14]=3)[CH:5]=[CH:4][C:3]1=2.[Cl:22][C:23]1[CH:24]=[C:25]([CH2:29][CH2:30][NH2:31])[CH:26]=[CH:27][CH:28]=1.[BH3-]C#N.[Na+], predict the reaction product. The product is: [Cl:22][C:23]1[CH:24]=[C:25]([CH2:29][CH2:30][NH:31][CH:2]2[CH2:11][CH2:10][CH2:9][C:8]3[CH:7]=[C:6]([O:12][C:13]4[CH:21]=[CH:20][C:16]([C:17]([NH2:19])=[O:18])=[CH:15][N:14]=4)[CH:5]=[CH:4][C:3]2=3)[CH:26]=[CH:27][CH:28]=1. (2) Given the reactants [N+:1]([O-:4])(O)=[O:2].[Br:5][C:6]1[CH:7]=[N+:8]([O-:12])[CH:9]=[CH:10][CH:11]=1.[OH-].[Na+], predict the reaction product. The product is: [Br:5][C:6]1[CH:7]=[N+:8]([O-:12])[CH:9]=[CH:10][C:11]=1[N+:1]([O-:4])=[O:2].